From a dataset of Catalyst prediction with 721,799 reactions and 888 catalyst types from USPTO. Predict which catalyst facilitates the given reaction. (1) Reactant: [F:1][C:2]1[CH:7]=[C:6]([N+:8]([O-:10])=[O:9])[CH:5]=[CH:4][C:3]=1[OH:11].C(=O)([O-])[O-].[K+].[K+].Br[CH2:19][CH:20]1[CH2:22][CH2:21]1. Product: [CH:20]1([CH2:19][O:11][C:3]2[CH:4]=[CH:5][C:6]([N+:8]([O-:10])=[O:9])=[CH:7][C:2]=2[F:1])[CH2:22][CH2:21]1. The catalyst class is: 39. (2) Reactant: [Br:1][C:2]1[CH:7]=[CH:6][N:5]=[C:4]2[N:8]([S:11]([C:14]3[CH:19]=[CH:18][CH:17]=[CH:16][CH:15]=3)(=[O:13])=[O:12])[CH:9]=[CH:10][C:3]=12.[Li+].[CH3:21]C([N-]C(C)C)C.IC. Product: [Br:1][C:2]1[CH:7]=[CH:6][N:5]=[C:4]2[N:8]([S:11]([C:14]3[CH:19]=[CH:18][CH:17]=[CH:16][CH:15]=3)(=[O:13])=[O:12])[C:9]([CH3:21])=[CH:10][C:3]=12. The catalyst class is: 1. (3) Reactant: [NH2:1][C:2]1[S:3][CH:4]=[CH:5][N:6]=1.N1C=CC=CC=1.[F:13][C:14]1[CH:15]=[C:16]([S:21](Cl)(=[O:23])=[O:22])[CH:17]=[CH:18][C:19]=1[F:20]. Product: [F:13][C:14]1[CH:15]=[C:16]([S:21]([NH:1][C:2]2[S:3][CH:4]=[CH:5][N:6]=2)(=[O:22])=[O:23])[CH:17]=[CH:18][C:19]=1[F:20]. The catalyst class is: 2. (4) Product: [O:20]1[CH2:21][CH2:22][O:23][CH2:24][CH:19]1[C:18]1[C:12]2[S:11][C:10]([NH:9][C:8]([N:39]3[CH2:40][C@@H:35]4[CH2:41][C@H:38]3[CH2:37][O:36]4)=[O:27])=[N:14][C:13]=2[C:15]([O:25][CH3:26])=[CH:16][CH:17]=1. The catalyst class is: 22. Reactant: C1(O[C:8](=[O:27])[NH:9][C:10]2[S:11][C:12]3[C:18]([CH:19]4[CH2:24][O:23][CH2:22][CH2:21][O:20]4)=[CH:17][CH:16]=[C:15]([O:25][CH3:26])[C:13]=3[N:14]=2)C=CC=CC=1.FC(F)(F)C(O)=O.[C@H:35]12[CH2:41][C@H:38]([NH:39][CH2:40]1)[CH2:37][O:36]2.N1C=CC=CC=1. (5) Product: [Br:15][C:8]1[CH:7]=[CH:6][C:5]([CH2:4][CH:3]([CH2:1][CH3:2])[CH2:11][CH2:12][CH2:13][CH3:14])=[CH:10][CH:9]=1. The catalyst class is: 53. Reactant: [CH2:1]([CH:3]([CH2:11][CH2:12][CH2:13][CH3:14])[CH2:4][C:5]1[CH:10]=[CH:9][CH:8]=[CH:7][CH:6]=1)[CH3:2].[Br:15]Br.Br.[OH-].[Na+]. (6) Reactant: [Br:1][C:2]1[C:11]([O:12][CH2:13][C:14]#[N:15])=[CH:10][CH:9]=[C:8]2[C:3]=1[CH:4]=[CH:5][C:6]([CH2:16][NH:17][C:18]([C:20]1[CH:21]=[N:22][N:23]([C:28]3[CH:33]=[CH:32][CH:31]=[CH:30][CH:29]=3)[C:24]=1[CH2:25][CH2:26][CH3:27])=[O:19])=[CH:7]2.[N-:34]=[N+:35]=[N-:36].[Na+].[Cl-].[NH4+].CN(C=O)C. Product: [Br:1][C:2]1[C:11]([O:12][CH2:13][C:14]2[NH:36][N:35]=[N:34][N:15]=2)=[CH:10][CH:9]=[C:8]2[C:3]=1[CH:4]=[CH:5][C:6]([CH2:16][NH:17][C:18]([C:20]1[CH:21]=[N:22][N:23]([C:28]3[CH:29]=[CH:30][CH:31]=[CH:32][CH:33]=3)[C:24]=1[CH2:25][CH2:26][CH3:27])=[O:19])=[CH:7]2. The catalyst class is: 6.